Dataset: Reaction yield outcomes from USPTO patents with 853,638 reactions. Task: Predict the reaction yield, written as a fraction of the theoretical maximum amount of product (1.0 means a 100% yield; for example, 0.34 means a 34% yield). (1) The reactants are [CH3:1][C:2]1([CH3:15])[C:14]2[CH:13]=[CH:12][CH:11]=[CH:10][C:9]=2[C:8]2[C:3]1=[CH:4][CH:5]=[CH:6][CH:7]=2.[Al+3].[Cl-].[Cl-].[Cl-].[Cl-].[CH3:21][O:22][C:23](=[O:30])[CH2:24][CH2:25][CH2:26]C(O)=O. The catalyst is ClCCl. The product is [CH3:1][C:2]1([CH3:15])[C:3]2[C:4]([CH:24]([CH2:25][CH3:26])[C:23]([O:22][CH3:21])=[O:30])=[CH:5][CH:6]=[CH:7][C:8]=2[C:9]2[C:14]1=[CH:13][CH:12]=[CH:11][CH:10]=2. The yield is 0.420. (2) The reactants are Br[C:2]1[C:7]([F:8])=[CH:6][C:5]([N:9]2[C:18]3[C:13](=[CH:14][C:15]([S:19]([N:22]([C:32]4[CH:36]=[CH:35][O:34][N:33]=4)[CH2:23][C:24]4[CH:29]=[CH:28][C:27]([O:30][CH3:31])=[CH:26][CH:25]=4)(=[O:21])=[O:20])=[CH:16][CH:17]=3)[CH:12]=[CH:11][C:10]2=[O:37])=[C:4]([OH:38])[CH:3]=1.[F:39][C:40]1[CH:41]=[C:42](B(O)O)[CH:43]=[C:44]([F:46])[CH:45]=1.C(=O)([O-])[O-].[K+].[K+].C(Cl)Cl. The yield is 1.00. The catalyst is CN(C=O)C.O. The product is [O:34]1[CH:35]=[CH:36][C:32]([N:22]([CH2:23][C:24]2[CH:29]=[CH:28][C:27]([O:30][CH3:31])=[CH:26][CH:25]=2)[S:19]([C:15]2[CH:14]=[C:13]3[C:18](=[CH:17][CH:16]=2)[N:9]([C:5]2[C:4]([OH:38])=[CH:3][C:2]([C:42]4[CH:41]=[C:40]([F:39])[CH:45]=[C:44]([F:46])[CH:43]=4)=[C:7]([F:8])[CH:6]=2)[C:10](=[O:37])[CH:11]=[CH:12]3)(=[O:21])=[O:20])=[N:33]1. (3) The reactants are O[C@@]([C:21]1[CH:22]=[C:23]2[C:28](=[CH:29][CH:30]=1)[CH:27]=[C:26]([C:31]([NH:33][CH3:34])=[O:32])[CH:25]=[CH:24]2)(C1N=CN(S(C2C=CC(C)=CC=2)(=O)=O)C=1)CCO.C(N(C(C)C)C(C)C)C.CS(Cl)(=O)=O.C(=O)([O-])[O-].[Na+].[Na+]. The catalyst is O.C1COCC1. The product is [CH3:34][NH:33][C:31]([C:26]1[CH:25]=[CH:24][C:23]2[C:28](=[CH:29][CH:30]=[CH:21][CH:22]=2)[CH:27]=1)=[O:32]. The yield is 0.440. (4) The reactants are [CH2:1]([O:8][C:9]1[CH:17]=[CH:16][C:15]2[N:14]3[CH2:18][C:19](C(OCC)=O)=[C:20]([O-:21])[C:13]3=[CH:12][C:11]=2[CH:10]=1)[C:2]1[CH:7]=[CH:6][CH:5]=[CH:4][CH:3]=1.[K+]. The catalyst is CC(O)=O.O. The product is [CH2:1]([O:8][C:9]1[CH:17]=[CH:16][C:15]2[N:14]3[CH2:18][CH2:19][C:20](=[O:21])[C:13]3=[CH:12][C:11]=2[CH:10]=1)[C:2]1[CH:3]=[CH:4][CH:5]=[CH:6][CH:7]=1. The yield is 0.810.